From a dataset of Reaction yield outcomes from USPTO patents with 853,638 reactions. Predict the reaction yield, written as a fraction of the theoretical maximum amount of product (1.0 means a 100% yield; for example, 0.34 means a 34% yield). The product is [Cl:8][C:9]1[C:25]([F:26])=[CH:24][CH:23]=[C:22]([Cl:27])[C:10]=1[CH2:11][O:12][C:13]1[C:14]([NH2:19])=[N:15][CH:16]=[CH:17][CH:18]=1. The yield is 0.990. The reactants are CC(O)=O.CCO.[Cl:8][C:9]1[C:25]([F:26])=[CH:24][CH:23]=[C:22]([Cl:27])[C:10]=1[CH2:11][O:12][C:13]1[C:14]([N+:19]([O-])=O)=[N:15][CH:16]=[CH:17][CH:18]=1.C(=O)([O-])[O-].[Na+].[Na+]. The catalyst is [Fe].O.C(OCC)C.